Dataset: Full USPTO retrosynthesis dataset with 1.9M reactions from patents (1976-2016). Task: Predict the reactants needed to synthesize the given product. (1) The reactants are: C[O:2][C:3](=[O:22])[C:4]1[CH:9]=[CH:8][C:7]([O:10][CH2:11][C:12]2[N:16]([CH3:17])[C:15]3[CH:18]=[CH:19][CH:20]=[CH:21][C:14]=3[N:13]=2)=[CH:6][CH:5]=1.[OH-].[Na+].Cl. Given the product [CH3:17][N:16]1[C:15]2[CH:18]=[CH:19][CH:20]=[CH:21][C:14]=2[N:13]=[C:12]1[CH2:11][O:10][C:7]1[CH:8]=[CH:9][C:4]([C:3]([OH:22])=[O:2])=[CH:5][CH:6]=1, predict the reactants needed to synthesize it. (2) Given the product [F:1][C:2]1[CH:8]=[CH:7][C:5]([NH:6][C:20](=[O:21])[C:19]2[CH:23]=[CH:24][CH:25]=[CH:26][C:18]=2[N+:15]([O-:17])=[O:16])=[CH:4][CH:3]=1, predict the reactants needed to synthesize it. The reactants are: [F:1][C:2]1[CH:8]=[CH:7][C:5]([NH2:6])=[CH:4][CH:3]=1.N1C=CC=CC=1.[N+:15]([C:18]1[CH:26]=[CH:25][CH:24]=[CH:23][C:19]=1[C:20](Cl)=[O:21])([O-:17])=[O:16].